From a dataset of Forward reaction prediction with 1.9M reactions from USPTO patents (1976-2016). Predict the product of the given reaction. Given the reactants Cl[C:2]1[CH:7]=[C:6]([C:8]2[CH:18]=[CH:17][C:11]3[O:12][C:13]([F:16])([F:15])[O:14][C:10]=3[CH:9]=2)[N:5]=[CH:4][N:3]=1.[CH3:19][N:20](C)C=O, predict the reaction product. The product is: [F:15][C:13]1([F:16])[O:12][C:11]2[CH:17]=[CH:18][C:8]([C:6]3[N:5]=[CH:4][N:3]=[C:2]([C:19]#[N:20])[CH:7]=3)=[CH:9][C:10]=2[O:14]1.